From a dataset of Catalyst prediction with 721,799 reactions and 888 catalyst types from USPTO. Predict which catalyst facilitates the given reaction. Reactant: [I:1][C:2]1[C:10]2[C:5](=[CH:6][CH:7]=[C:8]([C:11]([OH:13])=O)[CH:9]=2)[NH:4][N:3]=1.[CH3:14][C:15]1[CH:25]=[CH:24][CH:23]=[CH:22][C:16]=1[CH2:17][C:18]1([NH2:21])[CH2:20][CH2:19]1.Cl.CN(C(ON1N=NC2C=CC=CC1=2)=[N+](C)C)C.[B-](F)(F)(F)F.CCN(C(C)C)C(C)C. Product: [I:1][C:2]1[C:10]2[C:5](=[CH:6][CH:7]=[C:8]([C:11]([NH:21][C:18]3([CH2:17][C:16]4[CH:22]=[CH:23][CH:24]=[CH:25][C:15]=4[CH3:14])[CH2:20][CH2:19]3)=[O:13])[CH:9]=2)[NH:4][N:3]=1. The catalyst class is: 3.